This data is from Catalyst prediction with 721,799 reactions and 888 catalyst types from USPTO. The task is: Predict which catalyst facilitates the given reaction. (1) Reactant: Br[CH:2]([C:5]1[C:6]([C:12]([F:15])([F:14])[F:13])=[N:7][N:8]([CH3:11])[C:9]=1[CH3:10])[CH2:3]Br.[OH-].[K+]. Product: [C:2]([C:5]1[C:6]([C:12]([F:14])([F:15])[F:13])=[N:7][N:8]([CH3:11])[C:9]=1[CH3:10])#[CH:3]. The catalyst class is: 11. (2) Reactant: [C:1]1([S:7]([N:10]2[C:14]3=[N:15][CH:16]=[C:17]([CH3:19])[CH:18]=[C:13]3[CH:12]=[C:11]2[CH:20]([OH:27])[CH2:21][CH:22]2[CH2:26][CH2:25][CH2:24][CH2:23]2)(=[O:9])=[O:8])[CH:6]=[CH:5][CH:4]=[CH:3][CH:2]=1.CC(OI1(OC(C)=O)(OC(C)=O)OC(=O)C2C=CC=CC1=2)=O. Product: [C:1]1([S:7]([N:10]2[C:14]3=[N:15][CH:16]=[C:17]([CH3:19])[CH:18]=[C:13]3[CH:12]=[C:11]2[C:20](=[O:27])[CH2:21][CH:22]2[CH2:26][CH2:25][CH2:24][CH2:23]2)(=[O:8])=[O:9])[CH:6]=[CH:5][CH:4]=[CH:3][CH:2]=1. The catalyst class is: 4. (3) Reactant: Br[C:2]1[C:7]([C:8]2[CH:13]=[CH:12][C:11]([CH3:14])=[CH:10][CH:9]=2)=[N:6][NH:5][C:4](=[O:15])[CH:3]=1.[Cl:16][C:17]1[CH:18]=[C:19](B(O)O)[CH:20]=[CH:21][CH:22]=1.C([O-])([O-])=O.[K+].[K+]. Product: [Cl:16][C:17]1[CH:22]=[C:21]([C:2]2[C:7]([C:8]3[CH:13]=[CH:12][C:11]([CH3:14])=[CH:10][CH:9]=3)=[N:6][NH:5][C:4](=[O:15])[CH:3]=2)[CH:20]=[CH:19][CH:18]=1. The catalyst class is: 77.